This data is from Forward reaction prediction with 1.9M reactions from USPTO patents (1976-2016). The task is: Predict the product of the given reaction. (1) Given the reactants [CH3:1][C:2]1([C:7]2[CH:8]=[C:9]([CH:17]=[CH:18][CH:19]=2)[CH2:10][N:11]2[N:15]=[C:14]([NH2:16])[CH:13]=[N:12]2)[O:6]CCO1.[CH:20]1[CH:25]=[C:24]([CH2:26][O:27][C:28](Cl)=[O:29])[C:23]([Cl:31])=[CH:22][CH:21]=1, predict the reaction product. The product is: [Cl:31][C:23]1[CH:22]=[CH:21][CH:20]=[CH:25][C:24]=1[CH2:26][O:27][C:28](=[O:29])[NH:16][C:14]1[CH:13]=[N:12][N:11]([CH2:10][C:9]2[CH:17]=[CH:18][CH:19]=[C:7]([C:2](=[O:6])[CH3:1])[CH:8]=2)[N:15]=1. (2) Given the reactants B(F)(F)F.CCOCC.[N:10]([CH2:13][C@H:14]1[O:23][CH:18]([O:19][C:20](=O)[CH3:21])[C@H:17]([O:24][C:25](=[O:27])[CH3:26])[C@@H:16]([O:28][C:29](=[O:31])[CH3:30])[C@H:15]1[O:32][C:33](=[O:35])[CH3:34])=[N+:11]=[N-:12].[CH:36]1[C:41]([N+:42]([O-:44])=[O:43])=[CH:40][CH:39]=C(O)C=1.CCOCC, predict the reaction product. The product is: [C:25]([O:24][C@@H:17]1[C@@H:16]([O:28][C:29](=[O:31])[CH3:30])[C@@H:15]([O:32][C:33](=[O:35])[CH3:34])[C@@H:14]([CH2:13][N:10]=[N+:11]=[N-:12])[O:23][C@@H:18]1[O:19][C:20]1[CH:39]=[CH:40][C:41]([N+:42]([O-:44])=[O:43])=[CH:36][CH:21]=1)(=[O:27])[CH3:26].